This data is from Forward reaction prediction with 1.9M reactions from USPTO patents (1976-2016). The task is: Predict the product of the given reaction. (1) Given the reactants [CH2:1]([O:3][CH2:4][C:5]1[CH:10]=[C:9]([O:11][CH3:12])[C:8]([C:13]2[N:14]3[N:20]=[C:19]([O:21][CH3:22])[C:18]([N:23]([CH2:30][CH2:31][CH3:32])[CH:24]4[CH2:29][CH2:28][CH2:27][O:26][CH2:25]4)=[C:15]3[S:16][CH:17]=2)=[C:7]([O:33][CH3:34])[CH:6]=1)[CH3:2].[S:35](=[O:39])(=[O:38])([OH:37])[OH:36], predict the reaction product. The product is: [S:35]([OH:39])([OH:38])(=[O:37])=[O:36].[CH2:1]([O:3][CH2:4][C:5]1[CH:10]=[C:9]([O:11][CH3:12])[C:8]([C:13]2[N:14]3[N:20]=[C:19]([O:21][CH3:22])[C:18]([N:23]([CH2:30][CH2:31][CH3:32])[CH:24]4[CH2:29][CH2:28][CH2:27][O:26][CH2:25]4)=[C:15]3[S:16][CH:17]=2)=[C:7]([O:33][CH3:34])[CH:6]=1)[CH3:2]. (2) Given the reactants [N+:1]([C:4]1[CH:18]=[CH:17][C:7]([O:8][C:9]2[N:14]=[CH:13][C:12]([CH2:15][OH:16])=[CH:11][CH:10]=2)=[CH:6][CH:5]=1)([O-:3])=[O:2].C(N(CC)CC)C.[CH3:26][S:27](Cl)(=[O:29])=[O:28], predict the reaction product. The product is: [N+:1]([C:4]1[CH:18]=[CH:17][C:7]([O:8][C:9]2[N:14]=[CH:13][C:12]([CH2:15][O:16][S:27]([CH3:26])(=[O:29])=[O:28])=[CH:11][CH:10]=2)=[CH:6][CH:5]=1)([O-:3])=[O:2]. (3) Given the reactants Cl.[CH3:2][C@H:3]1[CH2:8][NH:7][CH2:6][CH2:5][N:4]1[S:9]([C:12]1[CH:17]=[CH:16][C:15]([C:18]([F:21])([F:20])[F:19])=[CH:14][CH:13]=1)(=[O:11])=[O:10].C1C=CC2N(O)N=NC=2C=1.O.CN(C(ON1N=NC2C=CC=CC1=2)=[N+](C)C)C.F[P-](F)(F)(F)(F)F.[CH3:57][C:58]1[C:63]([C:64]([OH:66])=[O:65])=[CH:62][CH:61]=[CH:60][N:59]=1.CCN(C(C)C)C(C)C, predict the reaction product. The product is: [CH:64]([OH:66])=[O:65].[CH3:2][C@H:3]1[CH2:8][N:7]([C:64]([C:63]2[C:58]([CH3:57])=[N:59][CH:60]=[CH:61][CH:62]=2)=[O:65])[CH2:6][CH2:5][N:4]1[S:9]([C:12]1[CH:13]=[CH:14][C:15]([C:18]([F:21])([F:19])[F:20])=[CH:16][CH:17]=1)(=[O:11])=[O:10].